From a dataset of Reaction yield outcomes from USPTO patents with 853,638 reactions. Predict the reaction yield, written as a fraction of the theoretical maximum amount of product (1.0 means a 100% yield; for example, 0.34 means a 34% yield). (1) The reactants are CC#N.[Cl:4][C:5]1[CH:10]=[CH:9][C:8]([CH2:11][NH:12][C@@H:13]([C:15]2[CH:20]=[CH:19][CH:18]=[C:17]([Cl:21])[CH:16]=2)[CH3:14])=[CH:7][C:6]=1[OH:22].[CH2:23]1[O:26][CH:24]1[CH3:25].C(=O)([O-])[O-].[Cs+].[Cs+]. The catalyst is CCOC(C)=O. The product is [Cl:4][C:5]1[CH:10]=[CH:9][C:8]([CH2:11][NH:12][C@@H:13]([C:15]2[CH:20]=[CH:19][CH:18]=[C:17]([Cl:21])[CH:16]=2)[CH3:14])=[CH:7][C:6]=1[O:22][CH2:23][CH:24]([OH:26])[CH3:25]. The yield is 0.620. (2) The reactants are [C:1]([N:8]1[CH2:13][CH2:12][CH:11]([OH:14])[CH2:10][CH2:9]1)([O:3][C:4]([CH3:7])([CH3:6])[CH3:5])=[O:2].OC1CCNCC1.C([O-])(C)(C)C.[K+].F[C:29]1[CH:34]=[CH:33][C:32]([N+:35]([O-:37])=[O:36])=[CH:31][CH:30]=1. The product is [N+:35]([C:32]1[CH:33]=[CH:34][C:29]([O:14][CH:11]2[CH2:12][CH2:13][N:8]([C:1]([O:3][C:4]([CH3:7])([CH3:6])[CH3:5])=[O:2])[CH2:9][CH2:10]2)=[CH:30][CH:31]=1)([O-:37])=[O:36]. The yield is 0.470. The catalyst is C1COCC1. (3) The reactants are [NH2:1][C:2]1[N:6]([C:7]2[CH:8]=[C:9]([CH:16]=[CH:17][C:18]=2[CH3:19])[C:10]([NH:12][CH:13]2[CH2:15][CH2:14]2)=[O:11])[N:5]=[CH:4][C:3]=1[C:20](=[O:27])[C:21]1[CH:26]=[CH:25][CH:24]=[CH:23][CH:22]=1.[I:28]C1C=C(C=CC=1)C(C(=CNC1C=CC=CC=1)C#N)=O.CCN(C(C)C)C(C)C. The catalyst is C(O)C. The product is [NH2:1][C:2]1[N:6]([C:7]2[CH:8]=[C:9]([CH:16]=[CH:17][C:18]=2[CH3:19])[C:10]([NH:12][CH:13]2[CH2:14][CH2:15]2)=[O:11])[N:5]=[CH:4][C:3]=1[C:20](=[O:27])[C:21]1[CH:22]=[CH:23][CH:24]=[C:25]([I:28])[CH:26]=1. The yield is 0.700. (4) The reactants are C(N(CC)CC)C.[CH2:8]([OH:11])[CH2:9][OH:10].[C:12](Cl)(=[O:17])[C:13]([CH3:16])([CH3:15])[CH3:14]. The catalyst is O. The product is [C:12]([O:10][CH2:9][CH2:8][OH:11])(=[O:17])[C:13]([CH3:16])([CH3:15])[CH3:14]. The yield is 0.970.